Dataset: Peptide-MHC class I binding affinity with 185,985 pairs from IEDB/IMGT. Task: Regression. Given a peptide amino acid sequence and an MHC pseudo amino acid sequence, predict their binding affinity value. This is MHC class I binding data. The MHC is HLA-A33:01 with pseudo-sequence HLA-A33:01. The peptide sequence is EFTSDYPFY. The binding affinity (normalized) is 0.0502.